This data is from Peptide-MHC class II binding affinity with 134,281 pairs from IEDB. The task is: Regression. Given a peptide amino acid sequence and an MHC pseudo amino acid sequence, predict their binding affinity value. This is MHC class II binding data. (1) The peptide sequence is GELQEVDKIDAAFKI. The MHC is DRB1_1201 with pseudo-sequence DRB1_1201. The binding affinity (normalized) is 0.395. (2) The peptide sequence is MDYFIRMWNQAALAM. The MHC is DRB1_0301 with pseudo-sequence DRB1_0301. The binding affinity (normalized) is 0.394. (3) The peptide sequence is LPADLMIRIIAQGPK. The MHC is DRB1_1302 with pseudo-sequence DRB1_1302. The binding affinity (normalized) is 0.213. (4) The peptide sequence is RLRRTLSLERMDKEF. The MHC is H-2-IAd with pseudo-sequence H-2-IAd. The binding affinity (normalized) is 0.192. (5) The peptide sequence is SQMLELSWNLNGLQAY. The MHC is DRB1_1302 with pseudo-sequence DRB1_1302. The binding affinity (normalized) is 0.660. (6) The peptide sequence is AFAATANPWASQRF. The MHC is DRB1_1501 with pseudo-sequence DRB1_1501. The binding affinity (normalized) is 0.231.